This data is from Full USPTO retrosynthesis dataset with 1.9M reactions from patents (1976-2016). The task is: Predict the reactants needed to synthesize the given product. The reactants are: Cl.[CH2:2]([NH:6][CH2:7][C@@H:8]([C@H:10]([C@@H:12]([C@@H:14]([CH2:16]O)[OH:15])[OH:13])[OH:11])[OH:9])[CH2:3][CH2:4][CH3:5].[OH-:18].[Na+]. Given the product [CH2:2]([NH:6][CH:7]([C@:8]1([O:15][C@@H:14]([CH3:16])[C@@H:12]([OH:13])[C@@H:10]1[OH:11])[OH:9])[OH:18])[CH2:3][CH2:4][CH3:5], predict the reactants needed to synthesize it.